Task: Predict the reaction yield, written as a fraction of the theoretical maximum amount of product (1.0 means a 100% yield; for example, 0.34 means a 34% yield).. Dataset: Reaction yield outcomes from USPTO patents with 853,638 reactions (1) The reactants are [CH2:1]([N:3]1[C:11]2[C:10](=[O:12])[NH:9][C:8]([C:13]3[CH:18]=[C:17]([S:19]([N:22]4[CH2:27][CH2:26][N:25]([CH2:28][CH2:29][O:30][C:31](=[O:35])[CH:32]([CH3:34])[CH3:33])[CH2:24][CH2:23]4)(=[O:21])=[O:20])[CH:16]=[CH:15][C:14]=3[O:36][CH2:37][CH2:38][CH3:39])=[N:7][C:6]=2[C:5]([CH2:40][CH2:41][CH3:42])=[CH:4]1)[CH3:2].[OH:43][S:44]([OH:47])(=[O:46])=[O:45]. The catalyst is CCO.C1COCC1. The product is [S:44]([OH:47])([OH:46])(=[O:45])=[O:43].[CH2:1]([N:3]1[C:11]2[C:10](=[O:12])[NH:9][C:8]([C:13]3[CH:18]=[C:17]([S:19]([N:22]4[CH2:23][CH2:24][N:25]([CH2:28][CH2:29][O:30][C:31](=[O:35])[CH:32]([CH3:34])[CH3:33])[CH2:26][CH2:27]4)(=[O:20])=[O:21])[CH:16]=[CH:15][C:14]=3[O:36][CH2:37][CH2:38][CH3:39])=[N:7][C:6]=2[C:5]([CH2:40][CH2:41][CH3:42])=[CH:4]1)[CH3:2]. The yield is 0.990. (2) The reactants are [Cl:1][C:2]1[CH:7]=[C:6](I)[C:5]([Cl:9])=[CH:4][N:3]=1.[NH2:10][C:11]1[CH:20]=[CH:19][CH:18]=[CH:17][C:12]=1[C:13]([NH:15][CH3:16])=[O:14].P([O-])([O-])([O-])=O.[K+].[K+].[K+].C1(P(C2C=CC=CC=2)C2C=CC=CC=2OC2C=CC=CC=2P(C2C=CC=CC=2)C2C=CC=CC=2)C=CC=CC=1. The catalyst is O1CCOCC1.CC([O-])=O.CC([O-])=O.[Pd+2]. The product is [Cl:1][C:2]1[CH:7]=[C:6]([NH:10][C:11]2[CH:20]=[CH:19][CH:18]=[CH:17][C:12]=2[C:13]([NH:15][CH3:16])=[O:14])[C:5]([Cl:9])=[CH:4][N:3]=1. The yield is 0.560. (3) The reactants are [CH3:1][C:2]1[CH:7]=[C:6]2[O:8][CH2:9][O:10][C:5]2=[CH:4][C:3]=1[CH:11]([C:13]1[C:14]([Cl:23])=[N:15][CH:16]=[CH:17][C:18]=1[C:19]([F:22])([F:21])[F:20])[OH:12]. The catalyst is [O-2].[O-2].[Mn+4]. The product is [CH2:9]1[O:10][C:5]2[C:6](=[CH:7][C:2]([CH3:1])=[C:3]([CH:4]=2)[C:11]([C:13]2[C:14]([Cl:23])=[N:15][CH:16]=[CH:17][C:18]=2[C:19]([F:21])([F:22])[F:20])=[O:12])[O:8]1. The yield is 0.220. (4) The reactants are C(N(CC)CC)C.[N:8]1([C:14]2[CH:23]=[CH:22][CH:21]=[C:20]3[C:15]=2[C:16]([NH2:25])=[N:17][C:18]([NH2:24])=[N:19]3)[CH2:13][CH2:12][NH:11][CH2:10][CH2:9]1.[F:26][C:27]1[C:34]([CH3:35])=[CH:33][CH:32]=[CH:31][C:28]=1[CH2:29]Br. The catalyst is CN(C)C=O. The product is [F:26][C:27]1[C:34]([CH3:35])=[CH:33][CH:32]=[CH:31][C:28]=1[CH2:29][N:11]1[CH2:12][CH2:13][N:8]([C:14]2[CH:23]=[CH:22][CH:21]=[C:20]3[C:15]=2[C:16]([NH2:25])=[N:17][C:18]([NH2:24])=[N:19]3)[CH2:9][CH2:10]1. The yield is 0.510.